Dataset: Peptide-MHC class II binding affinity with 134,281 pairs from IEDB. Task: Regression. Given a peptide amino acid sequence and an MHC pseudo amino acid sequence, predict their binding affinity value. This is MHC class II binding data. (1) The peptide sequence is MLRFANPLSNPFY. The MHC is HLA-DQA10501-DQB10301 with pseudo-sequence HLA-DQA10501-DQB10301. The binding affinity (normalized) is 0.0431. (2) The binding affinity (normalized) is 0.640. The peptide sequence is VNVQTKPSLFKVRNG. The MHC is DRB3_0202 with pseudo-sequence DRB3_0202.